Predict the reactants needed to synthesize the given product. From a dataset of Full USPTO retrosynthesis dataset with 1.9M reactions from patents (1976-2016). (1) Given the product [N:1]1[CH:6]=[CH:5][CH:4]=[C:3]([CH2:7][N:8]2[CH2:13][CH2:12][C:11](=[N:16][OH:17])[CH2:10][CH2:9]2)[CH:2]=1, predict the reactants needed to synthesize it. The reactants are: [N:1]1[CH:6]=[CH:5][CH:4]=[C:3]([CH2:7][N:8]2[CH2:13][CH2:12][C:11](=O)[CH2:10][CH2:9]2)[CH:2]=1.Cl.[NH2:16][OH:17]. (2) The reactants are: [Cl:1][C:2]1[N:3]=[C:4]([N:15]2[CH2:20][CH2:19][O:18][CH2:17][CH2:16]2)[C:5]2[S:10][C:9](S(C)(=O)=O)=[N:8][C:6]=2[N:7]=1.[CH3:21][N:22]1[CH2:27][CH2:26][CH:25]([NH:28][CH3:29])[CH2:24][CH2:23]1. Given the product [Cl:1][C:2]1[N:3]=[C:4]([N:15]2[CH2:20][CH2:19][O:18][CH2:17][CH2:16]2)[C:5]2[S:10][C:9]([N:28]([CH3:29])[CH:25]3[CH2:26][CH2:27][N:22]([CH3:21])[CH2:23][CH2:24]3)=[N:8][C:6]=2[N:7]=1, predict the reactants needed to synthesize it.